Task: Predict which catalyst facilitates the given reaction.. Dataset: Catalyst prediction with 721,799 reactions and 888 catalyst types from USPTO (1) Reactant: [CH3:1][C:2]1[C:6]([C:7]([OH:9])=O)=[C:5]([CH3:10])[O:4][N:3]=1.C1(N=C=NC2CCCCC2)CCCCC1.[NH2:26][C:27]1[CH:48]=[CH:47][C:30]([CH2:31][N:32]2[C:36](=[O:37])[C:35]([CH2:44][CH3:45])([C:38]3[CH:43]=[CH:42][CH:41]=[CH:40][CH:39]=3)[NH:34][C:33]2=[O:46])=[CH:29][CH:28]=1. Product: [CH2:44]([C:35]1([C:38]2[CH:43]=[CH:42][CH:41]=[CH:40][CH:39]=2)[C:36](=[O:37])[N:32]([CH2:31][C:30]2[CH:47]=[CH:48][C:27]([NH:26][C:7]([C:6]3[C:2]([CH3:1])=[N:3][O:4][C:5]=3[CH3:10])=[O:9])=[CH:28][CH:29]=2)[C:33](=[O:46])[NH:34]1)[CH3:45]. The catalyst class is: 4. (2) The catalyst class is: 1. Reactant: [N+]([N:4]1[CH:12]=[C:11]2[C:6]([CH:7]=[CH:8][C:9]([N+:13]([O-:15])=[O:14])=[CH:10]2)=[N:5]1)([O-])=O.[NH2:16][CH2:17][CH2:18][N:19]1[CH2:24][CH2:23][CH2:22][CH2:21][CH2:20]1. Product: [N:19]1([CH2:18][CH2:17][NH:16][C:12]2[C:11]3[C:6](=[CH:7][CH:8]=[C:9]([N+:13]([O-:15])=[O:14])[CH:10]=3)[NH:5][N:4]=2)[CH2:24][CH2:23][CH2:22][CH2:21][CH2:20]1.